Dataset: Full USPTO retrosynthesis dataset with 1.9M reactions from patents (1976-2016). Task: Predict the reactants needed to synthesize the given product. The reactants are: [CH:1]1([N:6]2[CH2:12][CH:11]([CH2:13][CH2:14][OH:15])[C:10](=[O:16])[N:9]([CH3:17])[C:8]3[CH:18]=[N:19][C:20]([NH:22][C:23]4[CH:31]=[CH:30][C:26]([C:27](O)=[O:28])=[CH:25][C:24]=4[O:32][CH3:33])=[N:21][C:7]2=3)[CH2:5][CH2:4][CH2:3][CH2:2]1.F[P-](F)(F)(F)(F)F.CN(C(N(C)C)=[N+]1C2C(=NC=CC=2)[N+]([O-])=N1)C.[NH2:58][CH:59]1[CH2:64][CH2:63][N:62]([CH3:65])[CH2:61][CH2:60]1.C(N(CC)CC)C. Given the product [CH:1]1([N:6]2[CH2:12][CH:11]([CH2:13][CH2:14][OH:15])[C:10](=[O:16])[N:9]([CH3:17])[C:8]3[CH:18]=[N:19][C:20]([NH:22][C:23]4[CH:31]=[CH:30][C:26]([C:27]([NH:58][CH:59]5[CH2:64][CH2:63][N:62]([CH3:65])[CH2:61][CH2:60]5)=[O:28])=[CH:25][C:24]=4[O:32][CH3:33])=[N:21][C:7]2=3)[CH2:5][CH2:4][CH2:3][CH2:2]1, predict the reactants needed to synthesize it.